This data is from Full USPTO retrosynthesis dataset with 1.9M reactions from patents (1976-2016). The task is: Predict the reactants needed to synthesize the given product. (1) Given the product [CH3:1][O:2][C:3]1[CH:4]=[CH:5][C:6]([CH2:7][O:8][CH:9]([C:15]2[C:24]([CH3:25])=[C:23]([Br:34])[C:22]3[C:17](=[CH:18][CH:19]=[CH:20][CH:21]=3)[C:16]=2[OH:26])[C:10]([O:12][CH2:13][CH3:14])=[O:11])=[CH:27][CH:28]=1, predict the reactants needed to synthesize it. The reactants are: [CH3:1][O:2][C:3]1[CH:28]=[CH:27][C:6]([CH2:7][O:8][CH:9]([C:15]2[C:24]([CH3:25])=[CH:23][C:22]3[C:17](=[CH:18][CH:19]=[CH:20][CH:21]=3)[C:16]=2[OH:26])[C:10]([O:12][CH2:13][CH3:14])=[O:11])=[CH:5][CH:4]=1.C([O-])(O)=O.[Na+].[Br:34]Br.[O-]S([O-])(=S)=O.[Na+].[Na+]. (2) Given the product [Cl:1][C:2]1[CH:7]=[C:6]([S:8](=[O:10])(=[O:9])[NH2:13])[CH:5]=[CH:4][C:3]=1[CH3:12], predict the reactants needed to synthesize it. The reactants are: [Cl:1][C:2]1[CH:7]=[C:6]([S:8](Cl)(=[O:10])=[O:9])[CH:5]=[CH:4][C:3]=1[CH3:12].[NH3:13]. (3) Given the product [Br:1][C:2]1[CH:3]=[C:4]([NH:8][S:15]([C:9]2[CH:14]=[CH:13][CH:12]=[CH:11][CH:10]=2)(=[O:17])=[O:16])[CH:5]=[N:6][CH:7]=1, predict the reactants needed to synthesize it. The reactants are: [Br:1][C:2]1[CH:3]=[C:4]([NH2:8])[CH:5]=[N:6][CH:7]=1.[C:9]1([S:15](Cl)(=[O:17])=[O:16])[CH:14]=[CH:13][CH:12]=[CH:11][CH:10]=1.Cl. (4) Given the product [F:8][C:2]([F:9])([C:11]1[CH:16]=[CH:15][CH:14]=[C:13]([O:17][CH3:18])[N:12]=1)[C:3]([O:5][CH2:6][CH3:7])=[O:4], predict the reactants needed to synthesize it. The reactants are: Br[C:2]([F:9])([F:8])[C:3]([O:5][CH2:6][CH3:7])=[O:4].Br[C:11]1[CH:16]=[CH:15][CH:14]=[C:13]([O:17][CH3:18])[N:12]=1.P([O-])(O)(O)=O.[K+]. (5) Given the product [CH2:31]1[C:40]2[C:35](=[CH:36][CH:37]=[CH:38][CH:39]=2)[CH2:34][CH2:33][N:32]1[CH2:6][C:7]1[CH:12]=[CH:11][C:10]([CH2:13][CH2:14][NH:15][C:16]([C:18]2[CH:23]=[CH:22][C:21]([C:24]3[CH:29]=[CH:28][C:27]([Cl:30])=[CH:26][CH:25]=3)=[CH:20][CH:19]=2)=[O:17])=[CH:9][CH:8]=1, predict the reactants needed to synthesize it. The reactants are: CS(O[CH2:6][C:7]1[CH:12]=[CH:11][C:10]([CH2:13][CH2:14][NH:15][C:16]([C:18]2[CH:23]=[CH:22][C:21]([C:24]3[CH:29]=[CH:28][C:27]([Cl:30])=[CH:26][CH:25]=3)=[CH:20][CH:19]=2)=[O:17])=[CH:9][CH:8]=1)(=O)=O.[CH2:31]1[C:40]2[C:35](=[CH:36][CH:37]=[CH:38][CH:39]=2)[CH2:34][CH2:33][NH:32]1.